Dataset: Reaction yield outcomes from USPTO patents with 853,638 reactions. Task: Predict the reaction yield, written as a fraction of the theoretical maximum amount of product (1.0 means a 100% yield; for example, 0.34 means a 34% yield). (1) The reactants are [CH2:1]([C:3]1[N:4]=[C:5]([C:8]2[CH:9]=[N:10][NH:11][C:12]=2[NH2:13])[O:6][CH:7]=1)[CH3:2].[O:14]1[C:18]2[CH:19]=[CH:20][C:21]([C:23](=O)[CH2:24][C:25](OCC)=[O:26])=[CH:22][C:17]=2[O:16][CH2:15]1.CC1C=CC(S(O)(=O)=O)=CC=1. The catalyst is CCCCO. The product is [O:14]1[C:18]2[CH:19]=[CH:20][C:21]([C:23]3[NH:13][C:12]4[N:11]([N:10]=[CH:9][C:8]=4[C:5]4[O:6][CH:7]=[C:3]([CH2:1][CH3:2])[N:4]=4)[C:25](=[O:26])[CH:24]=3)=[CH:22][C:17]=2[O:16][CH2:15]1. The yield is 0.310. (2) The reactants are [CH2:1]([O:3][C:4]1[CH:12]=[CH:11][C:10]([S:13]([N:16]2[CH2:21][CH2:20][N:19]([CH3:22])[CH2:18][CH2:17]2)(=[O:15])=[O:14])=[CH:9][C:5]=1[C:6]([OH:8])=[O:7])[CH3:2].Cl.[CH2:24](O)[CH3:25]. No catalyst specified. The product is [CH2:1]([O:3][C:4]1[CH:12]=[CH:11][C:10]([S:13]([N:16]2[CH2:17][CH2:18][N:19]([CH3:22])[CH2:20][CH2:21]2)(=[O:15])=[O:14])=[CH:9][C:5]=1[C:6]([O:8][CH2:24][CH3:25])=[O:7])[CH3:2]. The yield is 0.455.